Dataset: Full USPTO retrosynthesis dataset with 1.9M reactions from patents (1976-2016). Task: Predict the reactants needed to synthesize the given product. Given the product [CH2:30]([O:29][C:22]1[CH:21]=[C:20]([C:18](=[O:19])[CH2:17][CH2:16][C:15]([NH:14][C:4]2[CH:3]=[C:2]([C:72]3[CH:73]=[CH:74][C:75]([N:78]4[CH2:79][CH2:80][O:81][CH2:82][CH2:83]4)=[CH:76][CH:77]=3)[CH:7]=[C:6]([C:8]3[CH:13]=[CH:12][CH:11]=[CH:10][CH:9]=3)[N:5]=2)=[O:32])[CH:25]=[CH:24][C:23]=1[O:26][CH2:27][CH3:28])[CH3:31], predict the reactants needed to synthesize it. The reactants are: Cl[C:2]1[CH:7]=[C:6]([C:8]2[CH:13]=[CH:12][CH:11]=[CH:10][CH:9]=2)[N:5]=[C:4]([NH:14][C:15](=[O:32])[CH2:16][CH2:17][C:18]([C:20]2[CH:25]=[CH:24][C:23]([O:26][CH2:27][CH3:28])=[C:22]([O:29][CH2:30][CH3:31])[CH:21]=2)=[O:19])[CH:3]=1.C1(C2C=CC=CC=2)C=CC=CC=1P(C1CCCCC1)C1CCCCC1.C(=O)([O-])[O-].[K+].[K+].CC1(C)C(C)(C)OB([C:72]2[CH:77]=[CH:76][C:75]([N:78]3[CH2:83][CH2:82][O:81][CH2:80][CH2:79]3)=[CH:74][CH:73]=2)O1.